Dataset: Forward reaction prediction with 1.9M reactions from USPTO patents (1976-2016). Task: Predict the product of the given reaction. (1) Given the reactants [C:1]([CH:3]1[CH2:8][CH2:7][N:6]([C:9](=[O:35])[C@H:10]([NH:14][C:15]([C:17]2[C:25]3[C:20](=[N:21][CH:22]=[C:23](Br)[N:24]=3)[N:19]([CH2:27][O:28][CH2:29][CH2:30][Si:31]([CH3:34])([CH3:33])[CH3:32])[CH:18]=2)=[O:16])[CH:11]2[CH2:13][CH2:12]2)[CH2:5][CH2:4]1)#[N:2].[CH3:36][N:37]1[C:45]2[C:40](=[CH:41][CH:42]=[CH:43][CH:44]=2)[C:39]([Sn](CCCC)(CCCC)CCCC)=[N:38]1, predict the reaction product. The product is: [C:1]([CH:3]1[CH2:8][CH2:7][N:6]([C:9](=[O:35])[C@H:10]([NH:14][C:15]([C:17]2[C:25]3[C:20](=[N:21][CH:22]=[C:23]([C:39]4[C:40]5[C:45](=[CH:44][CH:43]=[CH:42][CH:41]=5)[N:37]([CH3:36])[N:38]=4)[N:24]=3)[N:19]([CH2:27][O:28][CH2:29][CH2:30][Si:31]([CH3:34])([CH3:33])[CH3:32])[CH:18]=2)=[O:16])[CH:11]2[CH2:13][CH2:12]2)[CH2:5][CH2:4]1)#[N:2]. (2) The product is: [CH3:1][CH:2]([CH:8]=[CH:9][CH:10]=[C:11]([CH3:18])[CH2:12][CH2:13][CH:14]=[C:15]([CH3:17])[CH3:16])[CH:3]=[O:4]. Given the reactants [CH3:1][CH:2]([CH:8]=[CH:9][CH:10]=[C:11]([CH3:18])[CH2:12][CH2:13][CH:14]=[C:15]([CH3:17])[CH3:16])[CH:3](OC)[O:4]C.O1CCCC1.CC1C=CC(S(O)(=O)=O)=CC=1.C([O-])(O)=O.[Na+], predict the reaction product. (3) Given the reactants Cl[C:2]1[C:11]2[C:6](=[CH:7][CH:8]=[C:9]([Cl:12])[CH:10]=2)[N:5]=[CH:4][C:3]=1[N+:13]([O-:15])=[O:14].[NH2:16][C:17]1[CH:22]=[CH:21][C:20]([C:23]([CH3:27])([CH3:26])[C:24]#[N:25])=[CH:19][CH:18]=1.O, predict the reaction product. The product is: [Cl:12][C:9]1[CH:10]=[C:11]2[C:6](=[CH:7][CH:8]=1)[N:5]=[CH:4][C:3]([N+:13]([O-:15])=[O:14])=[C:2]2[NH:16][C:17]1[CH:18]=[CH:19][C:20]([C:23]([CH3:27])([CH3:26])[C:24]#[N:25])=[CH:21][CH:22]=1. (4) Given the reactants [OH-].[Li+].[CH3:3][O:4][C:5]1[CH:6]=[C:7]([CH:10]=[CH:11][C:12]=1[N:13]1[CH:17]=[C:16]([CH3:18])[N:15]=[CH:14]1)[CH:8]=O.C(OP([CH:27]1[CH2:35][CH2:34][C@@H:33]2[N:29]([C@H:30]([C:36]3[CH:41]=[C:40]([F:42])[CH:39]=[C:38]([F:43])[CH:37]=3)[CH2:31][CH2:32]2)[C:28]1=[O:44])(=O)OCC)C.C(O)C, predict the reaction product. The product is: [F:42][C:40]1[CH:41]=[C:36]([C@H:30]2[N:29]3[C@@H:33]([CH2:34][CH2:35]/[C:27](=[CH:8]\[C:7]4[CH:10]=[CH:11][C:12]([N:13]5[CH:17]=[C:16]([CH3:18])[N:15]=[CH:14]5)=[C:5]([O:4][CH3:3])[CH:6]=4)/[C:28]3=[O:44])[CH2:32][CH2:31]2)[CH:37]=[C:38]([F:43])[CH:39]=1. (5) Given the reactants [CH2:1]([O:5][CH2:6][CH2:7][O:8][C:9]1[CH:14]=[CH:13][C:12]([C:15]2[CH:16]=[CH:17][C:18]3[N:24]([CH2:25][CH2:26][CH3:27])[CH2:23][CH2:22][C:21]([C:28]([NH:30][C:31]4[CH:36]=[CH:35][C:34]([S:37][CH2:38][C:39]5[CH:40]=[N:41][CH:42]=[CH:43][CH:44]=5)=[C:33]([O:45][CH3:46])[CH:32]=4)=[O:29])=[CH:20][C:19]=3[CH:47]=2)=[CH:11][CH:10]=1)[CH2:2][CH2:3][CH3:4].ClC1C=CC=C(C(OO)=[O:56])C=1.S([O-])([O-])(=O)=S.[Na+].[Na+], predict the reaction product. The product is: [CH2:1]([O:5][CH2:6][CH2:7][O:8][C:9]1[CH:10]=[CH:11][C:12]([C:15]2[CH:16]=[CH:17][C:18]3[N:24]([CH2:25][CH2:26][CH3:27])[CH2:23][CH2:22][C:21]([C:28]([NH:30][C:31]4[CH:36]=[CH:35][C:34]([S:37]([CH2:38][C:39]5[CH:40]=[N:41][CH:42]=[CH:43][CH:44]=5)=[O:56])=[C:33]([O:45][CH3:46])[CH:32]=4)=[O:29])=[CH:20][C:19]=3[CH:47]=2)=[CH:13][CH:14]=1)[CH2:2][CH2:3][CH3:4]. (6) The product is: [CH3:9][Si:10]([C:13]#[C:14][C:2]1[CH:3]=[C:4]([CH:7]=[O:8])[S:5][CH:6]=1)([CH3:12])[CH3:11]. Given the reactants Br[C:2]1[CH:3]=[C:4]([CH:7]=[O:8])[S:5][CH:6]=1.[CH3:9][Si:10]([C:13]#[CH:14])([CH3:12])[CH3:11].C(N(CC)CC)C.[Cl-].[NH4+], predict the reaction product. (7) Given the reactants [NH2:1][C:2]1[CH:3]=[C:4]([C:8]2[C:16]3[C:11](=[CH:12][CH:13]=[C:14]([C:17]#[N:18])[CH:15]=3)[N:10]([CH:19]3[CH2:24][CH2:23][CH2:22][CH2:21][O:20]3)[N:9]=2)[CH:5]=[CH:6][CH:7]=1.Cl.[C:26](Cl)(=[O:33])[C:27]1[CH:32]=[CH:31][CH:30]=[N:29][CH:28]=1.C(N(CC)CC)C.[O:42]1CCCC1, predict the reaction product. The product is: [O:20]1[CH2:21][CH2:22][CH2:23][CH2:24][CH:19]1[N:10]1[C:11]2[C:16](=[CH:15][C:14]([C:17]([NH2:18])=[O:42])=[CH:13][CH:12]=2)[C:8]([C:4]2[CH:5]=[CH:6][CH:7]=[C:2]([NH:1][C:26]([C:27]3[CH:28]=[N:29][CH:30]=[CH:31][CH:32]=3)=[O:33])[CH:3]=2)=[N:9]1. (8) The product is: [CH2:3]([P:12]1(=[O:17])[CH2:16][CH:15]=[CH:14][CH2:13]1)[CH2:4][CH2:5][CH2:6][CH2:7][CH2:8][CH2:9][CH3:10]. Given the reactants [Mg].Br[CH2:3][CH2:4][CH2:5][CH2:6][CH2:7][CH2:8][CH2:9][CH3:10].Cl[P:12]1(=[O:17])[CH2:16][CH:15]=[CH:14][CH2:13]1, predict the reaction product. (9) The product is: [Cl:1][C:2]1[C:11]([C:12]([O:14][CH3:15])=[O:13])=[C:10]([NH:24][CH2:23][C:22]2[CH:25]=[CH:26][C:27]([O:28][CH3:29])=[C:20]([Cl:19])[CH:21]=2)[C:9]2[C:4](=[CH:5][CH:6]=[C:7]([C:17]#[N:18])[CH:8]=2)[N:3]=1. Given the reactants [Cl:1][C:2]1[C:11]([C:12]([O:14][CH3:15])=[O:13])=[C:10](Cl)[C:9]2[C:4](=[CH:5][CH:6]=[C:7]([C:17]#[N:18])[CH:8]=2)[N:3]=1.[Cl:19][C:20]1[CH:21]=[C:22]([CH:25]=[CH:26][C:27]=1[O:28][CH3:29])[CH2:23][NH2:24].Cl.CCN(C(C)C)C(C)C, predict the reaction product.